The task is: Predict the product of the given reaction.. This data is from Forward reaction prediction with 1.9M reactions from USPTO patents (1976-2016). (1) The product is: [CH3:8][C:5]1[CH:6]=[CH:7][C:11]([CH2:10][C:9]([O:17][CH2:18][CH3:19])=[O:16])=[CH:3][CH:4]=1. Given the reactants BrC1[CH:7]=[CH:6][C:5]([CH3:8])=[CH:4][CH:3]=1.[C:9]([O:17][CH2:18][CH3:19])(=[O:16])[CH2:10][C:11](OCC)=O.P(C(C)(C)C)(C(C)(C)C)C(C)(C)C.[H+].[B-](F)(F)(F)F.[O-]P([O-])([O-])=O.[K+].[K+].[K+].C1OCCOCCOCCOCCOCCOC1, predict the reaction product. (2) Given the reactants [CH3:1][O:2][C:3]1[CH:8]=[CH:7][C:6]([C:9]([NH:24][C:25]2[CH2:26][O:27][C:28]([CH3:51])([CH3:50])[C:29]([F:49])([F:48])[C@:30]([C:33]3[CH:38]=[C:37](B4OCC(C)(C)CO4)[CH:36]=[CH:35][C:34]=3[F:47])([CH3:32])[N:31]=2)([C:16]2[CH:21]=[CH:20][C:19]([O:22][CH3:23])=[CH:18][CH:17]=2)[C:10]2[CH:15]=[CH:14][CH:13]=[CH:12][CH:11]=2)=[CH:5][CH:4]=1.O1CCCC1.Cl[C:58]1[O:59][C:60]2[CH:66]=[C:65]([Cl:67])[CH:64]=[CH:63][C:61]=2[N:62]=1.C(=O)([O-])[O-].[Cs+].[Cs+], predict the reaction product. The product is: [CH3:23][O:22][C:19]1[CH:18]=[CH:17][C:16]([C:9]([NH:24][C:25]2[CH2:26][O:27][C:28]([CH3:50])([CH3:51])[C:29]([F:49])([F:48])[C@:30]([C:33]3[CH:38]=[C:37]([C:58]4[O:59][C:60]5[CH:66]=[C:65]([Cl:67])[CH:64]=[CH:63][C:61]=5[N:62]=4)[CH:36]=[CH:35][C:34]=3[F:47])([CH3:32])[N:31]=2)([C:6]2[CH:5]=[CH:4][C:3]([O:2][CH3:1])=[CH:8][CH:7]=2)[C:10]2[CH:11]=[CH:12][CH:13]=[CH:14][CH:15]=2)=[CH:21][CH:20]=1.